From a dataset of Reaction yield outcomes from USPTO patents with 853,638 reactions. Predict the reaction yield, written as a fraction of the theoretical maximum amount of product (1.0 means a 100% yield; for example, 0.34 means a 34% yield). (1) The reactants are [CH2:1]([O:8][C:9]([NH:11][C@H:12]1[CH2:17][CH2:16][CH2:15][N:14]([CH:18]2[CH2:23][CH2:22][N:21](C(OC(C)(C)C)=O)[CH2:20][CH2:19]2)[C:13]1=[O:31])=[O:10])[C:2]1[CH:7]=[CH:6][CH:5]=[CH:4][CH:3]=1.C(Cl)[Cl:33].Cl.O1CCOCC1. The catalyst is CO. The product is [ClH:33].[O:31]=[C:13]1[C@@H:12]([NH:11][C:9](=[O:10])[O:8][CH2:1][C:2]2[CH:7]=[CH:6][CH:5]=[CH:4][CH:3]=2)[CH2:17][CH2:16][CH2:15][N:14]1[CH:18]1[CH2:23][CH2:22][NH:21][CH2:20][CH2:19]1. The yield is 1.00. (2) The reactants are [NH2:1][CH2:2][CH2:3][O:4][C:5]1[CH:29]=[C:28]([S:30]([CH3:33])(=[O:32])=[O:31])[CH:27]=[CH:26][C:6]=1[C:7]([NH:9][C:10]1[C:11]([C:16]([NH:18][C:19]2[CH:24]=[CH:23][C:22]([Cl:25])=[CH:21][N:20]=2)=[O:17])=[N:12][CH:13]=[CH:14][CH:15]=1)=[O:8].Cl. The catalyst is CO.C(Cl)Cl. The product is [ClH:25].[NH2:1][CH2:2][CH2:3][O:4][C:5]1[CH:29]=[C:28]([S:30]([CH3:33])(=[O:31])=[O:32])[CH:27]=[CH:26][C:6]=1[C:7]([NH:9][C:10]1[C:11]([C:16]([NH:18][C:19]2[CH:24]=[CH:23][C:22]([Cl:25])=[CH:21][N:20]=2)=[O:17])=[N:12][CH:13]=[CH:14][CH:15]=1)=[O:8]. The yield is 0.960. (3) The reactants are Br[C:2]1[CH:3]=[CH:4][C:5]([CH2:8][N:9]2[CH2:14][CH2:13][O:12][CH2:11][CH2:10]2)=[N:6][CH:7]=1.[CH3:15][C:16]1[CH:22]=[CH:21][C:19]([NH2:20])=[CH:18][C:17]=1B1OC(C)(C)C(C)(C)O1.[O-]P([O-])([O-])=O.[K+].[K+].[K+]. The catalyst is C1C=CC([P]([Pd]([P](C2C=CC=CC=2)(C2C=CC=CC=2)C2C=CC=CC=2)([P](C2C=CC=CC=2)(C2C=CC=CC=2)C2C=CC=CC=2)[P](C2C=CC=CC=2)(C2C=CC=CC=2)C2C=CC=CC=2)(C2C=CC=CC=2)C2C=CC=CC=2)=CC=1.O1CCOCC1. The product is [CH3:15][C:16]1[CH:22]=[CH:21][C:19]([NH2:20])=[CH:18][C:17]=1[C:2]1[CH:7]=[N:6][C:5]([CH2:8][N:9]2[CH2:14][CH2:13][O:12][CH2:11][CH2:10]2)=[CH:4][CH:3]=1. The yield is 0.770. (4) The reactants are Br[C:2]1[CH:6]=[CH:5][S:4][CH:3]=1.B(O)(O)[C:8]1[CH:9]=[CH:10][C:11]([CH3:14])=[CH:12][CH:13]=1. No catalyst specified. The product is [C:11]1([CH3:14])[CH:12]=[CH:13][C:8]([C:2]2[CH:6]=[CH:5][S:4][CH:3]=2)=[CH:9][CH:10]=1. The yield is 0.900. (5) The reactants are [CH2:1]([CH:8]1[CH2:12][O:11][C:10](=[O:13])[N:9]1[C:14](=[O:30])[CH:15]([CH2:20][NH:21][O:22][CH2:23][C:24]1[CH:29]=[CH:28][CH:27]=[CH:26][CH:25]=1)[CH2:16][CH:17]([CH3:19])[CH3:18])[C:2]1[CH:7]=[CH:6][CH:5]=[CH:4][CH:3]=1.C(C(C(O)=O)C(O)=O)C(C)C.[C:42](O[C:42]([O:44][C:45]([CH3:48])([CH3:47])[CH3:46])=[O:43])([O:44][C:45]([CH3:48])([CH3:47])[CH3:46])=[O:43].C(N(CC)CC)C.Cl. The catalyst is C(Cl)Cl.CN(C1C=CN=CC=1)C. The product is [C:45]([O:44][C:42](=[O:43])[N:21]([CH2:20][C@@H:15]([C:14]([N:9]1[C@H:8]([CH2:1][C:2]2[CH:3]=[CH:4][CH:5]=[CH:6][CH:7]=2)[CH2:12][O:11][C:10]1=[O:13])=[O:30])[CH2:16][CH:17]([CH3:19])[CH3:18])[O:22][CH2:23][C:24]1[CH:29]=[CH:28][CH:27]=[CH:26][CH:25]=1)([CH3:48])([CH3:47])[CH3:46]. The yield is 0.740.